The task is: Predict the reactants needed to synthesize the given product.. This data is from Full USPTO retrosynthesis dataset with 1.9M reactions from patents (1976-2016). Given the product [C:1]([C:3]1([NH:6][C:7]([C@@H:9]2[CH2:13][C@@H:12]([S:14]([C:17]3[CH:22]=[CH:21][C:20]([N:43]4[CH2:44][CH2:45][N:40]([C:36]([CH3:39])([CH3:38])[CH3:37])[CH2:41][CH2:42]4)=[CH:19][C:18]=3[C:24]([F:27])([F:26])[F:25])(=[O:16])=[O:15])[CH2:11][C@H:10]2[C:28]([N:30]2[CH2:31][C:32]([F:35])([F:34])[CH2:33]2)=[O:29])=[O:8])[CH2:4][CH2:5]1)#[N:2], predict the reactants needed to synthesize it. The reactants are: [C:1]([C:3]1([NH:6][C:7]([C@@H:9]2[CH2:13][C@@H:12]([S:14]([C:17]3[CH:22]=[CH:21][C:20](F)=[CH:19][C:18]=3[C:24]([F:27])([F:26])[F:25])(=[O:16])=[O:15])[CH2:11][C@H:10]2[C:28]([N:30]2[CH2:33][C:32]([F:35])([F:34])[CH2:31]2)=[O:29])=[O:8])[CH2:5][CH2:4]1)#[N:2].[C:36]([N:40]1[CH2:45][CH2:44][NH:43][CH2:42][CH2:41]1)([CH3:39])([CH3:38])[CH3:37].